This data is from NCI-60 drug combinations with 297,098 pairs across 59 cell lines. The task is: Regression. Given two drug SMILES strings and cell line genomic features, predict the synergy score measuring deviation from expected non-interaction effect. (1) Drug 1: C1CCC(C1)C(CC#N)N2C=C(C=N2)C3=C4C=CNC4=NC=N3. Drug 2: CC12CCC(CC1=CCC3C2CCC4(C3CC=C4C5=CN=CC=C5)C)O. Cell line: NCI-H322M. Synergy scores: CSS=-1.40, Synergy_ZIP=0.0426, Synergy_Bliss=-0.364, Synergy_Loewe=-1.64, Synergy_HSA=-1.71. (2) Drug 1: CC1=C(C(=CC=C1)Cl)NC(=O)C2=CN=C(S2)NC3=CC(=NC(=N3)C)N4CCN(CC4)CCO. Drug 2: C(CN)CNCCSP(=O)(O)O. Cell line: SK-OV-3. Synergy scores: CSS=14.4, Synergy_ZIP=-1.45, Synergy_Bliss=3.21, Synergy_Loewe=-15.3, Synergy_HSA=1.92. (3) Drug 1: COC1=NC(=NC2=C1N=CN2C3C(C(C(O3)CO)O)O)N. Drug 2: CC(C)NC(=O)C1=CC=C(C=C1)CNNC.Cl. Cell line: M14. Synergy scores: CSS=2.49, Synergy_ZIP=2.55, Synergy_Bliss=8.27, Synergy_Loewe=-1.53, Synergy_HSA=0.127.